From a dataset of Catalyst prediction with 721,799 reactions and 888 catalyst types from USPTO. Predict which catalyst facilitates the given reaction. (1) Reactant: [Br:1][C:2]1[C:7]([N+:8]([O-:10])=[O:9])=[CH:6][C:5]([OH:11])=[C:4]([F:12])[CH:3]=1.C(=O)([O-])[O-].[Cs+].[Cs+].[CH2:19](Br)[C:20]1[CH:25]=[CH:24][CH:23]=[CH:22][CH:21]=1. Product: [Br:1][C:2]1[CH:3]=[C:4]([F:12])[C:5]([O:11][CH2:19][C:20]2[CH:25]=[CH:24][CH:23]=[CH:22][CH:21]=2)=[CH:6][C:7]=1[N+:8]([O-:10])=[O:9]. The catalyst class is: 3. (2) Reactant: C(=O)([O-])[O-].[K+].[K+].[NH2:7][CH:8]1[CH2:13][C:12]([CH3:15])([CH3:14])[N:11]([CH3:16])[C:10]([CH3:18])([CH3:17])[CH2:9]1.[C:19]([C:21]1[N:26]=[CH:25][C:24]([C:27]2[C:39]3[C:38]4[C:33](=[CH:34][CH:35]=[CH:36][CH:37]=4)[N:32]([C:40]4[CH:52]=[CH:51][C:43]([C:44]([O:46][C:47]([CH3:50])([CH3:49])[CH3:48])=[O:45])=[C:42](F)[CH:41]=4)[C:31]=3[CH:30]=[CH:29][CH:28]=2)=[CH:23][CH:22]=1)#[N:20]. Product: [C:19]([C:21]1[N:26]=[CH:25][C:24]([C:27]2[C:39]3[C:38]4[C:33](=[CH:34][CH:35]=[CH:36][CH:37]=4)[N:32]([C:40]4[CH:41]=[CH:42][C:43]([C:44]([O:46][C:47]([CH3:48])([CH3:49])[CH3:50])=[O:45])=[C:51]([NH:7][CH:8]5[CH2:9][C:10]([CH3:18])([CH3:17])[N:11]([CH3:16])[C:12]([CH3:14])([CH3:15])[CH2:13]5)[CH:52]=4)[C:31]=3[CH:30]=[CH:29][CH:28]=2)=[CH:23][CH:22]=1)#[N:20]. The catalyst class is: 58. (3) Reactant: [CH3:1][CH:2]([CH3:31])[CH2:3][CH:4]([O:13][C:14](=[O:30])[CH2:15][N:16]([C:18](=[O:29])[CH2:19][N:20]([C:22]([O:24][C:25]([CH3:28])([CH3:27])[CH3:26])=[O:23])[CH3:21])[CH3:17])[C:5]([N:7]1[CH2:12][CH2:11][NH:10][CH2:9][CH2:8]1)=[O:6].Cl[C:33]1[C:42]2[C:37](=[CH:38][C:39]([CH3:43])=[CH:40][CH:41]=2)[N:36]=[C:35]([C:44]2[CH:49]=[CH:48][CH:47]=[CH:46][C:45]=2[OH:50])[N:34]=1.C(N(CC)CC)C. Product: [OH:50][C:45]1[CH:46]=[CH:47][CH:48]=[CH:49][C:44]=1[C:35]1[N:34]=[C:33]([N:10]2[CH2:11][CH2:12][N:7]([C:5]([CH:4]([O:13][C:14](=[O:30])[CH2:15][N:16]([C:18](=[O:29])[CH2:19][N:20]([C:22]([O:24][C:25]([CH3:26])([CH3:28])[CH3:27])=[O:23])[CH3:21])[CH3:17])[CH2:3][CH:2]([CH3:31])[CH3:1])=[O:6])[CH2:8][CH2:9]2)[C:42]2[C:37](=[CH:38][C:39]([CH3:43])=[CH:40][CH:41]=2)[N:36]=1. The catalyst class is: 34.